Dataset: Peptide-MHC class I binding affinity with 185,985 pairs from IEDB/IMGT. Task: Regression. Given a peptide amino acid sequence and an MHC pseudo amino acid sequence, predict their binding affinity value. This is MHC class I binding data. (1) The peptide sequence is MPYVFTLLF. The MHC is Mamu-A2201 with pseudo-sequence Mamu-A2201. The binding affinity (normalized) is 0.529. (2) The peptide sequence is FPTSCHMF. The MHC is HLA-A24:02 with pseudo-sequence HLA-A24:02. The binding affinity (normalized) is 0.0201.